Dataset: Reaction yield outcomes from USPTO patents with 853,638 reactions. Task: Predict the reaction yield, written as a fraction of the theoretical maximum amount of product (1.0 means a 100% yield; for example, 0.34 means a 34% yield). (1) The reactants are C1C(=O)N([Br:8])C(=O)C1.C(O)=O.[NH2:12][C:13]1[N:18]2[N:19]=[CH:20][C:21]([C:22]3[CH:23]=[N:24][C:25]4[C:30]([CH:31]=3)=[CH:29][CH:28]=[CH:27][CH:26]=4)=[C:17]2[N:16]=[C:15]([N:32]2[CH2:38][CH2:37][C:36](=[O:39])[NH:35][CH2:34][CH2:33]2)[CH:14]=1. The yield is 0.590. The product is [NH2:12][C:13]1[N:18]2[N:19]=[CH:20][C:21]([C:22]3[CH:23]=[N:24][C:25]4[C:30]([CH:31]=3)=[CH:29][CH:28]=[CH:27][CH:26]=4)=[C:17]2[N:16]=[C:15]([N:32]2[CH2:38][CH2:37][C:36](=[O:39])[NH:35][CH2:34][CH2:33]2)[C:14]=1[Br:8]. The catalyst is CC#N. (2) The reactants are C([O:4][CH2:5][C:6]1[C:7]([N:36]2[CH2:48][CH2:47][N:39]3[C:40]4[CH2:41][CH2:42][CH2:43][CH2:44][C:45]=4[CH:46]=[C:38]3[C:37]2=[O:49])=[N:8][CH:9]=[CH:10][C:11]=1[C:12]1[N:13]=[C:14]([NH:20][C:21]2[CH:26]=[CH:25][C:24]([C@@H:27]3[C:32](=[O:33])[N:31]([CH3:34])[CH2:30][CH2:29][N:28]3[CH3:35])=[CH:23][CH:22]=2)[C:15](=[O:19])[N:16]([CH3:18])[CH:17]=1)(=O)C.O[Li].O. The catalyst is CC(O)C.C1COCC1.O. The product is [CH3:35][N:28]1[CH2:29][CH2:30][N:31]([CH3:34])[C:32](=[O:33])[C@H:27]1[C:24]1[CH:25]=[CH:26][C:21]([NH:20][C:14]2[C:15](=[O:19])[N:16]([CH3:18])[CH:17]=[C:12]([C:11]3[CH:10]=[CH:9][N:8]=[C:7]([N:36]4[CH2:48][CH2:47][N:39]5[C:40]6[CH2:41][CH2:42][CH2:43][CH2:44][C:45]=6[CH:46]=[C:38]5[C:37]4=[O:49])[C:6]=3[CH2:5][OH:4])[N:13]=2)=[CH:22][CH:23]=1. The yield is 0.210. (3) The reactants are [CH3:1][S:2][C:3]1[N:8]=[C:7](O)[CH:6]=[C:5]([CH2:10][CH2:11][CH3:12])[N:4]=1.P(Cl)(Cl)([Cl:15])=O. No catalyst specified. The product is [Cl:15][C:7]1[CH:6]=[C:5]([CH2:10][CH2:11][CH3:12])[N:4]=[C:3]([S:2][CH3:1])[N:8]=1. The yield is 1.00. (4) The reactants are [OH-].[Na+].C[O:4][C:5](=[O:23])[CH2:6][CH2:7][CH2:8][C:9](=[O:22])[C:10]1[CH:15]=[CH:14][C:13]([O:16][CH3:17])=[C:12]([O:18][CH3:19])[C:11]=1[O:20][CH3:21].O. The catalyst is CO. The product is [O:22]=[C:9]([C:10]1[CH:15]=[CH:14][C:13]([O:16][CH3:17])=[C:12]([O:18][CH3:19])[C:11]=1[O:20][CH3:21])[CH2:8][CH2:7][CH2:6][C:5]([OH:23])=[O:4]. The yield is 1.00.